From a dataset of Forward reaction prediction with 1.9M reactions from USPTO patents (1976-2016). Predict the product of the given reaction. (1) The product is: [CH3:4][N:7]1[C:8]2[C:13](=[C:12]([F:15])[C:11]([O:16][CH3:17])=[CH:10][CH:9]=2)[CH:14]=[C:6]1[CH3:5]. Given the reactants [H-].[Na+].I[CH3:4].[CH3:5][C:6]1[NH:7][C:8]2[C:13]([CH:14]=1)=[C:12]([F:15])[C:11]([O:16][CH3:17])=[CH:10][CH:9]=2, predict the reaction product. (2) Given the reactants [OH:1][C:2]1[CH:3]=[C:4]([CH:9]=[C:10]([OH:13])[C:11]=1[OH:12])[C:5]([O:7][CH3:8])=[O:6].[OH-].[Na+].[CH3:16]OS(OC)(=O)=O.S(=O)(=O)(O)O, predict the reaction product. The product is: [OH:1][C:2]1[CH:3]=[C:4]([CH:9]=[C:10]([O:13][CH3:16])[C:11]=1[OH:12])[C:5]([O:7][CH3:8])=[O:6]. (3) Given the reactants [NH2:1][C:2]1[CH:3]=[N:4][CH:5]=[CH:6][C:7]=1[C:8]1[CH:13]=[C:12]([CH3:14])[N:11]=[C:10]([N:15]([C:23]([O:25][C:26]([CH3:29])([CH3:28])[CH3:27])=[O:24])[C:16]([O:18][C:19]([CH3:22])([CH3:21])[CH3:20])=[O:17])[N:9]=1.[NH2:30][C:31]1[C:32]([C:38](O)=[O:39])=[N:33][C:34]([Br:37])=[CH:35][CH:36]=1.C(Cl)CCl.C1C=NC2N(O)N=NC=2C=1, predict the reaction product. The product is: [NH2:30][C:31]1[C:32]([C:38]([NH:1][C:2]2[CH:3]=[N:4][CH:5]=[CH:6][C:7]=2[C:8]2[CH:13]=[C:12]([CH3:14])[N:11]=[C:10]([N:15]([C:23]([O:25][C:26]([CH3:29])([CH3:28])[CH3:27])=[O:24])[C:16]([O:18][C:19]([CH3:21])([CH3:22])[CH3:20])=[O:17])[N:9]=2)=[O:39])=[N:33][C:34]([Br:37])=[CH:35][CH:36]=1. (4) Given the reactants [CH3:1][O:2][C:3]1[CH:4]=[C:5]2[C:9](=[CH:10][C:11]=1[NH:12][S:13]([CH3:16])(=[O:15])=[O:14])[NH:8][C:7]([C:17]([O:19]CC)=[O:18])=[CH:6]2.O[Li].O.Cl, predict the reaction product. The product is: [CH3:1][O:2][C:3]1[CH:4]=[C:5]2[C:9](=[CH:10][C:11]=1[NH:12][S:13]([CH3:16])(=[O:15])=[O:14])[NH:8][C:7]([C:17]([OH:19])=[O:18])=[CH:6]2. (5) Given the reactants [N:1]1[N:2]([C:6]2[CH:23]=[CH:22][CH:21]=[CH:20][C:7]=2[C:8]([N:10]2[C@H:15]([CH3:16])[CH2:14][CH2:13][C@@H:12]([C:17]([NH2:19])=O)[CH2:11]2)=[O:9])[N:3]=[CH:4][CH:5]=1.COC1C=CC(P2(SP(C3C=CC(OC)=CC=3)(=S)S2)=[S:33])=CC=1.O, predict the reaction product. The product is: [N:1]1[N:2]([C:6]2[CH:23]=[CH:22][CH:21]=[CH:20][C:7]=2[C:8]([N:10]2[C@H:15]([CH3:16])[CH2:14][CH2:13][C@@H:12]([C:17](=[S:33])[NH2:19])[CH2:11]2)=[O:9])[N:3]=[CH:4][CH:5]=1. (6) Given the reactants C(OC([N:8]1[CH2:13][CH2:12][N:11]([C:14]2[CH:19]=[CH:18][C:17]([C:20]([F:23])([F:22])[F:21])=[C:16]([F:24])[CH:15]=2)[CH2:10][CH2:9]1)=O)(C)(C)C.C(Cl)Cl, predict the reaction product. The product is: [F:24][C:16]1[CH:15]=[C:14]([N:11]2[CH2:12][CH2:13][NH:8][CH2:9][CH2:10]2)[CH:19]=[CH:18][C:17]=1[C:20]([F:22])([F:21])[F:23]. (7) Given the reactants [F:1][C:2]1[CH:3]=[C:4]([NH2:30])[CH:5]=[CH:6][C:7]=1[O:8][C:9]1[C:18]2[C:13](=[CH:14][C:15]([O:21][CH2:22][CH:23]3[CH2:28][CH2:27][N:26]([CH3:29])[CH2:25][CH2:24]3)=[C:16]([O:19][CH3:20])[CH:17]=2)[N:12]=[CH:11][CH:10]=1.CCN(CC)CC.[C:38]([O:43]CC)(=O)[C:39]([NH2:41])=[O:40].[CH2:46](N)[CH2:47][C:48]1[CH:53]=[CH:52][CH:51]=[CH:50][CH:49]=1, predict the reaction product. The product is: [F:1][C:2]1[CH:3]=[C:4]([NH:30][C:38](=[O:43])[C:39]([NH:41][CH2:46][CH2:47][C:48]2[CH:53]=[CH:52][CH:51]=[CH:50][CH:49]=2)=[O:40])[CH:5]=[CH:6][C:7]=1[O:8][C:9]1[C:18]2[C:13](=[CH:14][C:15]([O:21][CH2:22][CH:23]3[CH2:28][CH2:27][N:26]([CH3:29])[CH2:25][CH2:24]3)=[C:16]([O:19][CH3:20])[CH:17]=2)[N:12]=[CH:11][CH:10]=1.